This data is from Full USPTO retrosynthesis dataset with 1.9M reactions from patents (1976-2016). The task is: Predict the reactants needed to synthesize the given product. (1) Given the product [O:30]([C:28]([O:20][C:17]1[CH:18]=[CH:19][C:14]2[C:13]3[C:12]([O:21][CH3:22])=[C:11]([O:23][CH3:24])[C:10]([O:25][CH3:26])=[CH:9][C:8]=3[CH2:7][CH2:6][C@H:5]([NH:4][C:2](=[O:3])[CH3:1])[C:15]=2[CH:16]=1)=[O:29])[C:31]1[CH:36]=[CH:35][CH:34]=[CH:33][CH:32]=1, predict the reactants needed to synthesize it. The reactants are: [CH3:1][C:2]([NH:4][CH:5]1[C:15]2[CH:16]=[C:17]([OH:20])[CH:18]=[CH:19][C:14]=2[C:13]2[C:8](=[CH:9][C:10]([O:25][CH3:26])=[C:11]([O:23][CH3:24])[C:12]=2[O:21][CH3:22])[CH2:7][CH2:6]1)=[O:3].Cl[C:28]([O:30][C:31]1[CH:36]=[CH:35][CH:34]=[CH:33][CH:32]=1)=[O:29].C(N(CC)CC)C. (2) Given the product [O:9]([C:3]1[CH:4]=[CH:5][C:6]([CH3:8])=[CH:7][C:2]=1/[N:1]=[CH:16]/[C:11]1[CH:12]=[CH:13][CH:14]=[CH:15][N:10]=1)[C:20]1[CH:19]=[CH:18][CH:23]=[CH:22][CH:21]=1, predict the reactants needed to synthesize it. The reactants are: [NH2:1][C:2]1[CH:7]=[C:6]([CH3:8])[CH:5]=[CH:4][C:3]=1[OH:9].[N:10]1[CH:15]=[CH:14][CH:13]=[CH:12][C:11]=1[CH:16]=O.[CH3:18][CH2:19][CH2:20][CH2:21][CH2:22][CH3:23]. (3) Given the product [O:42]=[CH:43][CH2:44][C@:45]([C@H:46]([C@H:47]([CH3:49])[OH:48])[OH:50])([O:52][CH3:53])[CH3:51], predict the reactants needed to synthesize it. The reactants are: BrCCCCC(O)=O.C(N(CC)CC)C.C(Cl)(=O)C(C)(C)C.CC[C@H]1OC(=O)[C@H](C)[C@@H]([O:42][C@@H:43]2[O:48][C@@H:47]([CH3:49])[C@H:46]([OH:50])[C@@:45]([O:52][CH3:53])([CH3:51])[CH2:44]2)[C@H](C)[C@@H](O[C@@H]2O[C@H](C)C[C@H](N(C)C)[C@H]2O)[C@@](O)(C)C[C@@H](C)CN(C)[C@H](C)[C@@H](O)[C@@]1(O)C.C([O-])(O)=O.[Na+]. (4) The reactants are: [CH3:1][N:2]1[CH2:7][CH2:6][N:5]([CH2:8][C:9]2[CH:10]=[C:11](B(O)O)[CH:12]=[CH:13][CH:14]=2)[CH2:4][CH2:3]1.C([O-])([O-])=O.[Na+].[Na+].Br[C:25]1[CH:26]=[C:27]([C:31]2[CH:36]=[C:35]([NH:37][CH3:38])[N:34]=[C:33]([C:39]3[CH:44]=[CH:43][CH:42]=[CH:41][N:40]=3)[CH:32]=2)[CH:28]=[N:29][CH:30]=1.C(Cl)Cl. Given the product [CH3:38][NH:37][C:35]1[N:34]=[C:33]([C:39]2[CH:44]=[CH:43][CH:42]=[CH:41][N:40]=2)[CH:32]=[C:31]([C:27]2[CH:28]=[N:29][CH:30]=[C:25]([C:11]3[CH:12]=[CH:13][CH:14]=[C:9]([CH2:8][N:5]4[CH2:6][CH2:7][N:2]([CH3:1])[CH2:3][CH2:4]4)[CH:10]=3)[CH:26]=2)[CH:36]=1, predict the reactants needed to synthesize it.